This data is from Forward reaction prediction with 1.9M reactions from USPTO patents (1976-2016). The task is: Predict the product of the given reaction. (1) Given the reactants [Cl:1][C:2]1[CH:7]=[C:6]([C:8]2[CH:13]=[CH:12][CH:11]=[CH:10][CH:9]=2)[CH:5]=[CH:4][C:3]=1[OH:14].C[O:16][C:17](=[O:26])[C:18]1[CH:23]=[CH:22][CH:21]=[CH:20][C:19]=1[CH2:24]Br, predict the reaction product. The product is: [Cl:1][C:2]1[CH:7]=[C:6]([C:8]2[CH:13]=[CH:12][CH:11]=[CH:10][CH:9]=2)[CH:5]=[CH:4][C:3]=1[O:14][CH2:24][C:19]1[CH:20]=[CH:21][CH:22]=[CH:23][C:18]=1[C:17]([OH:26])=[O:16]. (2) Given the reactants F[C:2]1[CH:3]=[C:4]2[C:8](=[CH:9][C:10]=1OC)[NH:7][CH:6]=[C:5]2CCO.O1C=CCC1.Cl.FC1C=CC(NN)=CC=1OC.S(=O)(=O)(O)O, predict the reaction product. The product is: [NH:7]1[C:8]2[C:4](=[CH:3][CH:2]=[CH:10][CH:9]=2)[CH:5]=[CH:6]1.